This data is from Reaction yield outcomes from USPTO patents with 853,638 reactions. The task is: Predict the reaction yield, written as a fraction of the theoretical maximum amount of product (1.0 means a 100% yield; for example, 0.34 means a 34% yield). The reactants are [CH3:1][C:2]1[C:6]([CH2:7][N:8]2[CH:12]=[C:11]([N:13]3[C:17](=[O:18])[CH2:16][NH:15][C:14]3=[O:19])[CH:10]=[N:9]2)=[C:5]([CH3:20])[O:4][N:3]=1.Br[CH2:22][C:23]1[CH:30]=[CH:29][CH:28]=[CH:27][C:24]=1[C:25]#[N:26]. No catalyst specified. The product is [CH3:1][C:2]1[C:6]([CH2:7][N:8]2[CH:12]=[C:11]([N:13]3[C:17](=[O:18])[CH2:16][N:15]([CH2:22][C:23]4[CH:30]=[CH:29][CH:28]=[CH:27][C:24]=4[C:25]#[N:26])[C:14]3=[O:19])[CH:10]=[N:9]2)=[C:5]([CH3:20])[O:4][N:3]=1. The yield is 0.270.